Dataset: Full USPTO retrosynthesis dataset with 1.9M reactions from patents (1976-2016). Task: Predict the reactants needed to synthesize the given product. (1) Given the product [CH3:18][O:19][C:20]1[CH:26]=[C:25]([N+:27]([O-:29])=[O:28])[C:24]([CH3:30])=[CH:23][C:21]=1[NH:22][C:2]1[CH:7]=[C:6]([C:8]([F:11])([F:10])[F:9])[N:5]=[C:4]([C:12]2[CH:13]=[N:14][CH:15]=[CH:16][CH:17]=2)[N:3]=1, predict the reactants needed to synthesize it. The reactants are: Cl[C:2]1[CH:7]=[C:6]([C:8]([F:11])([F:10])[F:9])[N:5]=[C:4]([C:12]2[CH:13]=[N:14][CH:15]=[CH:16][CH:17]=2)[N:3]=1.[CH3:18][O:19][C:20]1[CH:26]=[C:25]([N+:27]([O-:29])=[O:28])[C:24]([CH3:30])=[CH:23][C:21]=1[NH2:22]. (2) Given the product [C:22]([O:24][CH2:25][CH3:28])(=[O:23])[CH3:32].[CH3:11][CH2:2][CH2:3][CH:4]([CH3:9])[CH3:5].[Br:1][C:2]1[CH:3]=[C:4]2[C:9](=[CH:10][CH:11]=1)[C:8](=[O:12])[N:7]([CH2:32][C:33]([CH3:44])([CH3:43])[CH2:34][O:35][Si:36]([C:39]([CH3:42])([CH3:41])[CH3:40])([CH3:37])[CH3:38])[CH:6]=[C:5]2[S:13]([N:16]1[CH2:21][CH2:20][N:19]([C:22]([O:24][C:25]([CH3:26])([CH3:27])[CH3:28])=[O:23])[C@@H:18]([CH2:29][OH:30])[CH2:17]1)(=[O:15])=[O:14], predict the reactants needed to synthesize it. The reactants are: [Br:1][C:2]1[CH:3]=[C:4]2[C:9](=[CH:10][CH:11]=1)[C:8](=[O:12])[NH:7][CH:6]=[C:5]2[S:13]([N:16]1[CH2:21][CH2:20][N:19]([C:22]([O:24][C:25]([CH3:28])([CH3:27])[CH3:26])=[O:23])[C@@H:18]([CH2:29][OH:30])[CH2:17]1)(=[O:15])=[O:14].Br[CH2:32][C:33]([CH3:44])([CH3:43])[CH2:34][O:35][Si:36]([C:39]([CH3:42])([CH3:41])[CH3:40])([CH3:38])[CH3:37].C(=O)([O-])[O-].[Cs+].[Cs+]. (3) Given the product [F:44][C:2]([F:1])([F:43])[C:3]1[CH:4]=[C:5]([CH:40]=[CH:41][CH:42]=1)[CH2:6][NH:7][C:8]([C:10]1[CH:15]=[CH:14][N:13]=[C:12]([C:16]2[CH:21]=[C:20]([N:22]3[CH2:23][CH2:24][CH2:25][CH2:26][CH2:27]3)[CH:19]=[CH:18][C:17]=2[NH:28][C:29](=[O:30])[C:31]2[CH:39]=[CH:38][CH:37]=[C:33]([C:34]([N:65]([CH2:64][CH2:63][C:62]([NH:61][CH2:60][CH2:59][O:58][CH3:57])=[O:67])[CH3:66])=[O:35])[CH:32]=2)[CH:11]=1)=[O:9], predict the reactants needed to synthesize it. The reactants are: [F:1][C:2]([F:44])([F:43])[C:3]1[CH:4]=[C:5]([CH:40]=[CH:41][CH:42]=1)[CH2:6][NH:7][C:8]([C:10]1[CH:15]=[CH:14][N:13]=[C:12]([C:16]2[CH:21]=[C:20]([N:22]3[CH2:27][CH2:26][CH2:25][CH2:24][CH2:23]3)[CH:19]=[CH:18][C:17]=2[NH:28][C:29]([C:31]2[CH:32]=[C:33]([CH:37]=[CH:38][CH:39]=2)[C:34](O)=[O:35])=[O:30])[CH:11]=1)=[O:9].CCN=C=NCCCN(C)C.Cl.[CH3:57][O:58][CH2:59][CH2:60][NH:61][C:62](=[O:67])[CH2:63][CH2:64][NH:65][CH3:66]. (4) Given the product [O:1]1[CH:5]=[CH:4][CH:3]=[C:2]1[C:6]1[N:10]([C:11]2[N:16]=[C:15]([CH2:17][NH2:18])[CH:14]=[CH:13][CH:12]=2)[N:9]=[C:8]([C:19]([F:21])([F:20])[F:22])[CH:7]=1, predict the reactants needed to synthesize it. The reactants are: [O:1]1[CH:5]=[CH:4][CH:3]=[C:2]1[C:6]1[N:10]([C:11]2[N:16]=[C:15]([C:17]#[N:18])[CH:14]=[CH:13][CH:12]=2)[N:9]=[C:8]([C:19]([F:22])([F:21])[F:20])[CH:7]=1. (5) Given the product [CH2:1]([N:8]1[C:13](=[O:14])[CH2:12][NH:11][C:10]2[N:15]=[CH:16][C:17]([C:26]3[CH:27]=[CH:28][C:23]([C:20]([NH2:21])=[O:22])=[CH:24][CH:25]=3)=[CH:18][C:9]1=2)[C:2]1[CH:7]=[CH:6][CH:5]=[CH:4][CH:3]=1, predict the reactants needed to synthesize it. The reactants are: [CH2:1]([N:8]1[C:13](=[O:14])[CH2:12][NH:11][C:10]2[N:15]=[CH:16][C:17](I)=[CH:18][C:9]1=2)[C:2]1[CH:7]=[CH:6][CH:5]=[CH:4][CH:3]=1.[C:20]([C:23]1[CH:28]=[CH:27][C:26](B(O)O)=[CH:25][CH:24]=1)(=[O:22])[NH2:21]. (6) Given the product [Br:1][CH2:4][C:3]([C:6]1[CH:17]=[CH:16][CH:15]=[CH:14][C:7]=1[O:8][CH2:9][C:10]([O:12][CH3:13])=[O:11])=[O:5], predict the reactants needed to synthesize it. The reactants are: [Br:1]Br.[C:3]([C:6]1[CH:17]=[CH:16][CH:15]=[CH:14][C:7]=1[O:8][CH2:9][C:10]([O:12][CH3:13])=[O:11])(=[O:5])[CH3:4]. (7) Given the product [NH2:22][C:20]1[N:19]=[C:9]([OH:10])[C:4]2[CH2:5][CH2:6][CH2:7][CH2:8][C:2]([CH3:14])([CH3:1])[C:3]=2[N:21]=1, predict the reactants needed to synthesize it. The reactants are: [CH3:1][C:2]1([CH3:14])[CH2:8][CH2:7][CH2:6][CH2:5][CH:4]([C:9](OC)=[O:10])[C:3]1=O.[N+]([O-])(O)=O.[NH2:19][C:20]([NH2:22])=[NH:21].C(=O)([O-])[O-].[K+].[K+].O.